From a dataset of NCI-60 drug combinations with 297,098 pairs across 59 cell lines. Regression. Given two drug SMILES strings and cell line genomic features, predict the synergy score measuring deviation from expected non-interaction effect. (1) Drug 2: C(CCl)NC(=O)N(CCCl)N=O. Cell line: MDA-MB-231. Drug 1: CC1C(C(=O)NC(C(=O)N2CCCC2C(=O)N(CC(=O)N(C(C(=O)O1)C(C)C)C)C)C(C)C)NC(=O)C3=C4C(=C(C=C3)C)OC5=C(C(=O)C(=C(C5=N4)C(=O)NC6C(OC(=O)C(N(C(=O)CN(C(=O)C7CCCN7C(=O)C(NC6=O)C(C)C)C)C)C(C)C)C)N)C. Synergy scores: CSS=15.6, Synergy_ZIP=-8.87, Synergy_Bliss=-9.15, Synergy_Loewe=-5.88, Synergy_HSA=-4.97. (2) Drug 1: C1C(C(OC1N2C=NC3=C(N=C(N=C32)Cl)N)CO)O. Drug 2: C(CC(=O)O)C(=O)CN.Cl. Cell line: T-47D. Synergy scores: CSS=11.6, Synergy_ZIP=-1.06, Synergy_Bliss=6.58, Synergy_Loewe=-20.5, Synergy_HSA=-1.75. (3) Drug 1: C1=NC2=C(N=C(N=C2N1C3C(C(C(O3)CO)O)O)F)N. Cell line: SK-MEL-28. Synergy scores: CSS=0.420, Synergy_ZIP=-4.52, Synergy_Bliss=-1.50, Synergy_Loewe=-7.36, Synergy_HSA=-2.68. Drug 2: COCCOC1=C(C=C2C(=C1)C(=NC=N2)NC3=CC=CC(=C3)C#C)OCCOC.Cl.